This data is from Full USPTO retrosynthesis dataset with 1.9M reactions from patents (1976-2016). The task is: Predict the reactants needed to synthesize the given product. (1) Given the product [ClH:26].[O:21]=[S:6]1(=[O:22])[CH:5]([CH2:4][CH2:3][CH2:2][NH:25][CH2:23][CH3:24])[O:10][C:9]2[CH:11]=[CH:12][CH:13]=[CH:14][C:8]=2[N:7]1[C:15]1[CH:20]=[CH:19][CH:18]=[CH:17][CH:16]=1, predict the reactants needed to synthesize it. The reactants are: Br[CH2:2][CH2:3][CH2:4][CH:5]1[O:10][C:9]2[CH:11]=[CH:12][CH:13]=[CH:14][C:8]=2[N:7]([C:15]2[CH:20]=[CH:19][CH:18]=[CH:17][CH:16]=2)[S:6]1(=[O:22])=[O:21].[CH2:23]([NH2:25])[CH3:24].[ClH:26]. (2) Given the product [ClH:22].[F:17][C:18]1[CH:26]=[C:25]([F:27])[CH:24]=[CH:23][C:19]=1[C:20]([NH:16][C:3]1[CH:4]=[CH:5][CH:6]=[C:7]([O:8][CH:9]2[CH2:14][CH2:13][N:12]([CH3:15])[CH2:11][CH2:10]2)[C:2]=1[F:1])=[O:21], predict the reactants needed to synthesize it. The reactants are: [F:1][C:2]1[C:7]([O:8][CH:9]2[CH2:14][CH2:13][N:12]([CH3:15])[CH2:11][CH2:10]2)=[CH:6][CH:5]=[CH:4][C:3]=1[NH2:16].[F:17][C:18]1[CH:26]=[C:25]([F:27])[CH:24]=[CH:23][C:19]=1[C:20]([Cl:22])=[O:21]. (3) Given the product [CH2:1]([C:3]1[C:4]([N:14]2[CH2:15][CH2:16][CH:17]([CH2:20][CH2:21][S:22]([CH3:25])(=[O:24])=[O:23])[CH2:18][CH2:19]2)=[CH:5][C:6]([O:12][CH3:13])=[C:7]([CH:8]=1)[NH2:9])[CH3:2], predict the reactants needed to synthesize it. The reactants are: [CH2:1]([C:3]1[CH:8]=[C:7]([N+:9]([O-])=O)[C:6]([O:12][CH3:13])=[CH:5][C:4]=1[N:14]1[CH2:19][CH2:18][CH:17]([CH2:20][CH2:21][S:22]([CH3:25])(=[O:24])=[O:23])[CH2:16][CH2:15]1)[CH3:2]. (4) The reactants are: [F:1][C:2]1[CH:3]=[C:4]([CH:14]=[CH:15][CH:16]=1)[CH2:5][NH:6][C:7](=[O:13])[CH:8](OC)OC.S(=O)(=O)(O)O.C([O-])(O)=O.[Na+]. Given the product [F:1][C:2]1[CH:3]=[C:4]2[C:14]([CH:8]=[C:7]([OH:13])[N:6]=[CH:5]2)=[CH:15][CH:16]=1, predict the reactants needed to synthesize it. (5) Given the product [C:27]([NH:26][N:25]([C:19](=[O:21])/[CH:18]=[CH:17]/[C:10]1[C:11]2[C:16](=[CH:15][CH:14]=[CH:13][CH:12]=2)[N:8]([C:6]([O:5][C:1]([CH3:2])([CH3:4])[CH3:3])=[O:7])[CH:9]=1)[CH:22]([CH3:24])[CH3:23])(=[O:34])[C:28]1[CH:33]=[CH:32][N:31]=[CH:30][CH:29]=1, predict the reactants needed to synthesize it. The reactants are: [C:1]([O:5][C:6]([N:8]1[C:16]2[C:11](=[CH:12][CH:13]=[CH:14][CH:15]=2)[C:10](/[CH:17]=[CH:18]/[C:19]([OH:21])=O)=[CH:9]1)=[O:7])([CH3:4])([CH3:3])[CH3:2].[CH:22]([NH:25][NH:26][C:27](=[O:34])[C:28]1[CH:33]=[CH:32][N:31]=[CH:30][CH:29]=1)([CH3:24])[CH3:23].CN(C(ON1N=NC2C=CC=NC1=2)=[N+](C)C)C.F[P-](F)(F)(F)(F)F.C(N(CC)C(C)C)(C)C. (6) Given the product [F:22][C:23]1[CH:24]=[CH:25][C:26]([CH2:29][O:30][C:31]2[CH:36]=[CH:35][N:34]([C:2]3[CH:7]=[CH:6][C:5]4[C:8]5[CH2:13][CH2:12][N:11]([C:14]([O:16][C:17]([CH3:20])([CH3:19])[CH3:18])=[O:15])[CH2:10][C:9]=5[S:21][C:4]=4[CH:3]=3)[C:33](=[O:37])[CH:32]=2)=[N:27][CH:28]=1, predict the reactants needed to synthesize it. The reactants are: Br[C:2]1[CH:7]=[CH:6][C:5]2[C:8]3[CH2:13][CH2:12][N:11]([C:14]([O:16][C:17]([CH3:20])([CH3:19])[CH3:18])=[O:15])[CH2:10][C:9]=3[S:21][C:4]=2[CH:3]=1.[F:22][C:23]1[CH:24]=[CH:25][C:26]([CH2:29][O:30][C:31]2[CH:36]=[CH:35][NH:34][C:33](=[O:37])[CH:32]=2)=[N:27][CH:28]=1.